From a dataset of Full USPTO retrosynthesis dataset with 1.9M reactions from patents (1976-2016). Predict the reactants needed to synthesize the given product. (1) Given the product [CH3:24][N:25]1[C:29]([CH3:30])=[CH:28][S:27]/[C:26]/1=[N:31]\[N:32]=[CH:17][C:16]1[CH:19]=[CH:20][C:13](/[N:12]=[N:11]/[C:8]2[CH:9]=[CH:10][C:5]([N:4]([CH2:3][CH2:2][Br:1])[CH2:21][CH3:22])=[CH:6][CH:7]=2)=[CH:14][CH:15]=1, predict the reactants needed to synthesize it. The reactants are: [Br:1][CH2:2][CH2:3][N:4]([CH2:21][CH3:22])[C:5]1[CH:10]=[CH:9][C:8](/[N:11]=[N:12]/[C:13]2[CH:20]=[CH:19][C:16]([CH:17]=O)=[CH:15][CH:14]=2)=[CH:7][CH:6]=1.Cl.[CH3:24][N:25]1[C:29]([CH3:30])=[CH:28][S:27]/[C:26]/1=[N:31]\[NH2:32].[OH-].[Na+]. (2) The reactants are: [Cl:1][C:2]1[CH:7]=[CH:6][CH:5]=[C:4]([Cl:8])[C:3]=1[N:9]1[C:13](=[O:14])[C:12]([C:15]([O:17][CH2:18][CH3:19])=[O:16])=[CH:11][NH:10]1.F[C:21](F)(F)S(OC)(=O)=O. Given the product [Cl:1][C:2]1[CH:7]=[CH:6][CH:5]=[C:4]([Cl:8])[C:3]=1[N:9]1[C:13](=[O:14])[C:12]([C:15]([O:17][CH2:18][CH3:19])=[O:16])=[CH:11][N:10]1[CH3:21], predict the reactants needed to synthesize it. (3) The reactants are: C([O:3][C:4](=[O:18])[CH2:5][S:6]([C:8]1[CH:13]=[CH:12][CH:11]=[C:10]([C:14]([F:17])([F:16])[F:15])[CH:9]=1)=[O:7])C.CCO.[OH-].[K+]. Given the product [F:16][C:14]([F:15])([F:17])[C:10]1[CH:9]=[C:8]([S:6]([CH2:5][C:4]([OH:18])=[O:3])=[O:7])[CH:13]=[CH:12][CH:11]=1, predict the reactants needed to synthesize it.